Dataset: Forward reaction prediction with 1.9M reactions from USPTO patents (1976-2016). Task: Predict the product of the given reaction. (1) Given the reactants [C:1]([OH:12])(=O)/[CH:2]=[CH:3]/[CH2:4][CH2:5][CH2:6][CH2:7][CH2:8][CH2:9][CH3:10].[CH2:13]([NH:15][CH2:16][CH2:17][N:18]([CH2:21][CH3:22])[CH2:19][CH3:20])[CH3:14], predict the reaction product. The product is: [CH2:19]([N:18]([CH2:21][CH3:22])[CH2:17][CH2:16][N:15]([CH2:13][CH3:14])[C:1](=[O:12])/[CH:2]=[CH:3]/[CH2:4][CH2:5][CH2:6][CH2:7][CH2:8][CH2:9][CH3:10])[CH3:20]. (2) Given the reactants [F:1][C:2]1[CH:3]=[C:4]([CH:16]=[C:17]([C:19]([F:22])([F:21])[F:20])[CH:18]=1)[CH2:5][C:6]1[CH:7]=[C:8]([CH:13]=[CH:14][N:15]=1)[C:9]([O:11][CH3:12])=[O:10], predict the reaction product. The product is: [F:1][C:2]1[CH:3]=[C:4]([CH:16]=[C:17]([C:19]([F:22])([F:20])[F:21])[CH:18]=1)[CH2:5][CH:6]1[CH2:7][CH:8]([C:9]([O:11][CH3:12])=[O:10])[CH2:13][CH2:14][NH:15]1. (3) The product is: [CH2:3]([O:10][C:11]1[C:43]([CH3:44])=[CH:42][C:14]([CH2:15][C@@H:16]([CH2:21][C:22](=[O:41])[N:23]2[CH2:28][CH2:27][CH:26]([N:29]3[CH2:35][CH2:34][C:33]4[CH:36]=[CH:37][CH:38]=[CH:39][C:32]=4[NH:31][C:30]3=[O:40])[CH2:25][CH2:24]2)[C:17]([OH:19])=[O:18])=[CH:13][C:12]=1[CH3:45])[C:4]1[CH:5]=[CH:6][CH:7]=[CH:8][CH:9]=1. Given the reactants [Li+].[OH-].[CH2:3]([O:10][C:11]1[C:43]([CH3:44])=[CH:42][C:14]([CH2:15][C@@H:16]([CH2:21][C:22](=[O:41])[N:23]2[CH2:28][CH2:27][CH:26]([N:29]3[CH2:35][CH2:34][C:33]4[CH:36]=[CH:37][CH:38]=[CH:39][C:32]=4[NH:31][C:30]3=[O:40])[CH2:25][CH2:24]2)[C:17]([O:19]C)=[O:18])=[CH:13][C:12]=1[CH3:45])[C:4]1[CH:9]=[CH:8][CH:7]=[CH:6][CH:5]=1, predict the reaction product. (4) Given the reactants [Cl:1][C:2]1[N:7]2[N:8]=[C:9]([NH2:11])[N:10]=[C:6]2[CH:5]=[CH:4][CH:3]=1.Cl.[C:13](Cl)(=[O:20])[C:14]1[CH:19]=[CH:18][CH:17]=[N:16][CH:15]=1, predict the reaction product. The product is: [Cl:1][C:2]1[N:7]2[N:8]=[C:9]([NH:11][C:13](=[O:20])[C:14]3[CH:19]=[CH:18][CH:17]=[N:16][CH:15]=3)[N:10]=[C:6]2[CH:5]=[CH:4][CH:3]=1.